This data is from M1 muscarinic receptor agonist screen with 61,833 compounds. The task is: Binary Classification. Given a drug SMILES string, predict its activity (active/inactive) in a high-throughput screening assay against a specified biological target. (1) The compound is s1c(CCC)cc(c1NC(=O)c1occc1)C(=O)N. The result is 0 (inactive). (2) The compound is O1CCN(CC1)\C=C/C(=O)c1ccc(OC)cc1. The result is 0 (inactive). (3) The drug is o1c2cc(N(CC)CC)ccc2cc(c1=O)C(O)=O. The result is 1 (active). (4) The molecule is S(=O)(=O)(N(CC(=O)NCCCN(CC)c1cc(ccc1)C)C)c1c2nsnc2ccc1. The result is 0 (inactive). (5) The drug is O(C(=O)C(C1CCCCC1)C(=O)Nc1nc(ccc1)C)CC. The result is 0 (inactive).